From a dataset of Peptide-MHC class II binding affinity with 134,281 pairs from IEDB. Regression. Given a peptide amino acid sequence and an MHC pseudo amino acid sequence, predict their binding affinity value. This is MHC class II binding data. (1) The peptide sequence is LRLGKEFIRCLALPF. The MHC is HLA-DQA10201-DQB10303 with pseudo-sequence HLA-DQA10201-DQB10303. The binding affinity (normalized) is 0.297. (2) The peptide sequence is EPGKNPKNFQTMPGT. The MHC is DRB1_0404 with pseudo-sequence DRB1_0404. The binding affinity (normalized) is 0.444. (3) The peptide sequence is EICPAVKRDVDLFLTGT. The MHC is DRB1_1501 with pseudo-sequence DRB1_1501. The binding affinity (normalized) is 0.308. (4) The peptide sequence is KGSNEKHLAVLVKYE. The MHC is DRB3_0101 with pseudo-sequence DRB3_0101. The binding affinity (normalized) is 0.155. (5) The peptide sequence is FNDIIHSIINMDADV. The MHC is HLA-DPA10301-DPB10402 with pseudo-sequence HLA-DPA10301-DPB10402. The binding affinity (normalized) is 0.367. (6) The peptide sequence is GIKQLQARVLAVERYLK. The MHC is DRB1_0101 with pseudo-sequence DRB1_0101. The binding affinity (normalized) is 0.999. (7) The peptide sequence is EDPVEIALYQPSSGC. The MHC is DRB1_0101 with pseudo-sequence DRB1_0101. The binding affinity (normalized) is 0.377. (8) The peptide sequence is GWIISNIFGAIPVLA. The MHC is DRB1_0405 with pseudo-sequence DRB1_0405. The binding affinity (normalized) is 0.566. (9) The peptide sequence is QKYVNNTATLLMTSL. The MHC is DRB1_0901 with pseudo-sequence DRB1_0901. The binding affinity (normalized) is 0.640. (10) The peptide sequence is LEVTEVFNFSQDDLL. The MHC is HLA-DQA10301-DQB10302 with pseudo-sequence HLA-DQA10301-DQB10302. The binding affinity (normalized) is 0.338.